This data is from Reaction yield outcomes from USPTO patents with 853,638 reactions. The task is: Predict the reaction yield, written as a fraction of the theoretical maximum amount of product (1.0 means a 100% yield; for example, 0.34 means a 34% yield). (1) The reactants are [NH2:1][C:2]1[C:3]([C:17]([O-:19])=[O:18])=[N:4][C:5]([C:9]2[C:14]([F:15])=[CH:13][CH:12]=[CH:11][C:10]=2[F:16])=[C:6]([F:8])[CH:7]=1.[Li+].[OH-]. No catalyst specified. The product is [NH2:1][C:2]1[C:3]([C:17]([OH:19])=[O:18])=[N:4][C:5]([C:9]2[C:14]([F:15])=[CH:13][CH:12]=[CH:11][C:10]=2[F:16])=[C:6]([F:8])[CH:7]=1. The yield is 0.790. (2) The reactants are [Cl:1][C:2]1[C:28]([Cl:29])=[CH:27][CH:26]=[CH:25][C:3]=1[CH2:4][N:5]1[C:9]2=[N:10][C:11]([N:18]3[CH2:23][CH2:22][O:21][CH2:20][CH2:19]3)=[CH:12][C:13]([C:14]([O:16]C)=[O:15])=[C:8]2[N:7]=[C:6]1[CH3:24]. The catalyst is [Li+].[OH-].C1COCC1. The product is [Cl:1][C:2]1[C:28]([Cl:29])=[CH:27][CH:26]=[CH:25][C:3]=1[CH2:4][N:5]1[C:9]2=[N:10][C:11]([N:18]3[CH2:23][CH2:22][O:21][CH2:20][CH2:19]3)=[CH:12][C:13]([C:14]([OH:16])=[O:15])=[C:8]2[N:7]=[C:6]1[CH3:24]. The yield is 0.630. (3) The reactants are [CH:1]1([S:4]([C:7]2[CH:15]=[CH:14][CH:13]=[C:12]3[C:8]=2[CH:9]=[N:10][N:11]3[CH:16]([CH2:23][CH:24]2[CH2:29][CH2:28][O:27][CH2:26][CH2:25]2)[C:17](N(OC)C)=[O:18])(=[O:6])=[O:5])[CH2:3][CH2:2]1.[CH:30]([Mg]Br)=[CH2:31].Cl. The catalyst is O1CCCC1. The product is [CH:1]1([S:4]([C:7]2[CH:15]=[CH:14][CH:13]=[C:12]3[C:8]=2[CH:9]=[N:10][N:11]3[CH:16]([CH2:23][CH:24]2[CH2:29][CH2:28][O:27][CH2:26][CH2:25]2)[C:17](=[O:18])[CH:30]=[CH2:31])(=[O:6])=[O:5])[CH2:3][CH2:2]1. The yield is 0.840. (4) The reactants are [CH3:1][O:2][C:3](=[O:11])[CH2:4][CH2:5][CH2:6][CH2:7][C:8]([OH:10])=[O:9].C1N=CN(C(N2C=NC=C2)=O)C=1.[C:24](O)([CH3:27])([CH3:26])[CH3:25].C1CCN2C(=NCCC2)CC1. The catalyst is CN(C=O)C.CCOCC. The product is [CH3:1][O:2][C:3](=[O:11])[CH2:4][CH2:5][CH2:6][CH2:7][C:8]([O:10][C:24]([CH3:27])([CH3:26])[CH3:25])=[O:9]. The yield is 0.780. (5) The reactants are [C:1]([C:5]1[CH:6]=[C:7]2[C:11](=[CH:12][C:13]=1[N+:14]([O-])=O)[NH:10][CH:9]=[CH:8]2)([CH3:4])([CH3:3])[CH3:2]. The catalyst is [Ni].CO. The product is [C:1]([C:5]1[CH:6]=[C:7]2[C:11](=[CH:12][C:13]=1[NH2:14])[NH:10][CH:9]=[CH:8]2)([CH3:4])([CH3:2])[CH3:3]. The yield is 0.870.